This data is from Forward reaction prediction with 1.9M reactions from USPTO patents (1976-2016). The task is: Predict the product of the given reaction. (1) Given the reactants Cl[CH2:2][CH2:3][CH2:4][C:5]([C:27]1[CH:32]=[CH:31][C:30]([Cl:33])=[CH:29][CH:28]=1)([CH3:26])[C:6]([NH:8][NH:9][C:10](=O)[C:11]1[CH:16]=[CH:15][C:14]([C:17]2[O:21][C:20]([CH3:22])=[N:19][CH:18]=2)=[C:13]([O:23][CH3:24])[CH:12]=1)=O.C(Cl)(Cl)(Cl)Cl.C1(P(C2C=CC=CC=2)C2C=CC=CC=2)C=CC=CC=1.C(#[N:60])C, predict the reaction product. The product is: [Cl:33][C:30]1[CH:29]=[CH:28][C:27]([C:5]2([CH3:26])[CH2:4][CH2:3][CH2:2][N:60]3[C:10]([C:11]4[CH:16]=[CH:15][C:14]([C:17]5[O:21][C:20]([CH3:22])=[N:19][CH:18]=5)=[C:13]([O:23][CH3:24])[CH:12]=4)=[N:9][N:8]=[C:6]23)=[CH:32][CH:31]=1. (2) Given the reactants [CH3:1][C:2]1([C:17]2[CH:18]=[C:19]([NH2:23])[CH:20]=[CH:21][CH:22]=2)[CH:7]2[CH:3]1[CH2:4][N:5]([CH2:8][CH2:9][CH2:10][C:11]1[CH:16]=[CH:15][CH:14]=[CH:13][CH:12]=1)[CH2:6]2.[CH3:24][S:25]([Cl:28])(=[O:27])=[O:26], predict the reaction product. The product is: [ClH:28].[CH3:1][C:2]1([C:17]2[CH:18]=[C:19]([NH:23][S:25]([CH3:24])(=[O:27])=[O:26])[CH:20]=[CH:21][CH:22]=2)[CH:3]2[CH:7]1[CH2:6][N:5]([CH2:8][CH2:9][CH2:10][C:11]1[CH:16]=[CH:15][CH:14]=[CH:13][CH:12]=1)[CH2:4]2. (3) Given the reactants [Cl:1][C:2]1[CH:28]=[CH:27][C:5]([CH2:6][N:7]2[C:15]3[C:10](=[CH:11][C:12]([CH:16]=[C:17]4[S:21][C:20](SCCC)=[N:19][C:18]4=[O:26])=[CH:13][CH:14]=3)[CH:9]=[N:8]2)=[C:4]([C:29]([F:32])([F:31])[F:30])[CH:3]=1.[NH:33]1[CH2:37][CH2:36][CH:35]([CH2:38][C:39]([OH:41])=[O:40])[CH2:34]1, predict the reaction product. The product is: [Cl:1][C:2]1[CH:28]=[CH:27][C:5]([CH2:6][N:7]2[C:15]3[C:10](=[CH:11][C:12]([CH:16]=[C:17]4[S:21][C:20]([N:33]5[CH2:37][CH2:36][CH:35]([CH2:38][C:39]([OH:41])=[O:40])[CH2:34]5)=[N:19][C:18]4=[O:26])=[CH:13][CH:14]=3)[CH:9]=[N:8]2)=[C:4]([C:29]([F:30])([F:32])[F:31])[CH:3]=1. (4) Given the reactants I[C:2]1[CH:7]=[CH:6][CH:5]=[C:4]([I:8])[CH:3]=1.[NH:9]1[CH2:14][CH2:13][O:12][CH2:11][CH2:10]1.P([O-])([O-])([O-])=O.[K+].[K+].[K+].C(O)CO, predict the reaction product. The product is: [I:8][C:4]1[CH:3]=[C:2]([N:9]2[CH2:14][CH2:13][O:12][CH2:11][CH2:10]2)[CH:7]=[CH:6][CH:5]=1.